Dataset: Full USPTO retrosynthesis dataset with 1.9M reactions from patents (1976-2016). Task: Predict the reactants needed to synthesize the given product. Given the product [CH3:1][C:2]1[CH:3]=[N+:4]([O-:12])[CH:5]=[CH:6][C:7]=1[CH3:8], predict the reactants needed to synthesize it. The reactants are: [CH3:1][C:2]1[CH:3]=[N:4][CH:5]=[CH:6][C:7]=1[CH3:8].OO.C(=O)([O-])[OH:12].[Na+].